Dataset: Retrosynthesis with 50K atom-mapped reactions and 10 reaction types from USPTO. Task: Predict the reactants needed to synthesize the given product. (1) The reactants are: CC1(C)OB(c2ccc(N)cc2)OC1(C)C.O=S(=O)(c1ccncc1)C1(c2cc(N3CCOCC3)nc(Cl)n2)CC1. Given the product Nc1ccc(-c2nc(N3CCOCC3)cc(C3(S(=O)(=O)c4ccncc4)CC3)n2)cc1, predict the reactants needed to synthesize it. (2) Given the product Cc1cc2c(cc1C)C(O)N(c1cccnc1)C2=O, predict the reactants needed to synthesize it. The reactants are: Cc1cc2c(cc1C)C(=O)N(c1cccnc1)C2=O. (3) Given the product CC1(C)COc2cccc(Oc3ncc(N)cn3)c21, predict the reactants needed to synthesize it. The reactants are: CC1(C)COc2cccc(Oc3ncc([N+](=O)[O-])cn3)c21. (4) Given the product CC[C@H](/C=C/C#CC[C@H](/C=C/C=C/C#C[C@H](CCCC(=O)OC)O[Si](C)(C)C(C)(C)C)O[Si](C)(C)C(C)(C)C)O[Si](C)(C)C(C)(C)C, predict the reactants needed to synthesize it. The reactants are: C#CC[C@H](/C=C/C=C/C#C[C@H](CCCC(=O)OC)O[Si](C)(C)C(C)(C)C)O[Si](C)(C)C(C)(C)C.CC[C@H](/C=C/I)O[Si](C)(C)C(C)(C)C. (5) Given the product CCCC(=O)Nc1c(Cl)nc2ccccc2c1NCC1(O)CCSCC1, predict the reactants needed to synthesize it. The reactants are: CCCC(=O)Cl.Nc1c(Cl)nc2ccccc2c1NCC1(O)CCSCC1. (6) Given the product CCc1cn(CCN)cn1, predict the reactants needed to synthesize it. The reactants are: CCc1cn(CCNC(=O)OC(C)(C)C)cn1.